From a dataset of Catalyst prediction with 721,799 reactions and 888 catalyst types from USPTO. Predict which catalyst facilitates the given reaction. (1) Reactant: [N:1]1[CH:6]=[CH:5][C:4]([C@@H:7]2[NH:11][CH:10]([C:12]([OH:14])=[O:13])[CH2:9][S:8]2)=[CH:3][CH:2]=1.CCN(C(C)C)C(C)C.Cl[C:25]([O:27][CH2:28][C:29]1[CH:34]=[CH:33][CH:32]=[CH:31][CH:30]=1)=[O:26]. Product: [CH2:28]([O:27][C:25]([N:11]1[CH:10]([C:12]([OH:14])=[O:13])[CH2:9][S:8][C@@H:7]1[C:4]1[CH:3]=[CH:2][N:1]=[CH:6][CH:5]=1)=[O:26])[C:29]1[CH:34]=[CH:33][CH:32]=[CH:31][CH:30]=1. The catalyst class is: 3. (2) Reactant: [NH2:1][C:2]1[C:7]([Br:8])=[CH:6][C:5]([Cl:9])=[CH:4][N:3]=1.[C:10]1(=O)[CH2:15][CH2:14][CH2:13][C:12](=[O:16])[CH2:11]1.O.C1(C)C=CC(S(O)(=O)=O)=CC=1.C(=O)(O)[O-].[Na+]. Product: [Br:8][C:7]1[C:2]([NH:1][C:10]2[CH2:15][CH2:14][CH2:13][C:12](=[O:16])[CH:11]=2)=[N:3][CH:4]=[C:5]([Cl:9])[CH:6]=1. The catalyst class is: 11. (3) Reactant: Cl[C:2]1[N:7]=[C:6]([C:8]([F:11])([F:10])[F:9])[C:5]([C:12]([O:14][CH2:15][C:16]2[CH:21]=[CH:20][CH:19]=[CH:18][CH:17]=2)=[O:13])=[CH:4][N:3]=1.[Cl:22][C:23]1[CH:24]=[C:25]([CH:27]=[CH:28][CH:29]=1)[NH2:26]. Product: [Cl:22][C:23]1[CH:24]=[C:25]([NH:26][C:2]2[N:7]=[C:6]([C:8]([F:11])([F:10])[F:9])[C:5]([C:12]([O:14][CH2:15][C:16]3[CH:21]=[CH:20][CH:19]=[CH:18][CH:17]=3)=[O:13])=[CH:4][N:3]=2)[CH:27]=[CH:28][CH:29]=1. The catalyst class is: 12. (4) Reactant: [NH2:1][C:2]1[CH:7]=[CH:6][C:5]([N:8]2[CH:13]=[CH:12][C:11]([O:14][CH2:15][C:16]3[CH:21]=[CH:20][C:19]([F:22])=[CH:18][CH:17]=3)=[CH:10][C:9]2=[O:23])=[CH:4][C:3]=1[NH:24][CH3:25].[O:26]1[C:30]([C:31](O)=O)=[CH:29][N:28]=[CH:27]1.CN(C(ON1N=NC2C=CC=NC1=2)=[N+](C)C)C.F[P-](F)(F)(F)(F)F.C(N(CC)C(C)C)(C)C.C([O-])(O)=O.[Na+]. Product: [F:22][C:19]1[CH:18]=[CH:17][C:16]([CH2:15][O:14][C:11]2[CH:12]=[CH:13][N:8]([C:5]3[CH:6]=[CH:7][C:2]4[N:1]=[C:31]([C:30]5[O:26][CH:27]=[N:28][CH:29]=5)[N:24]([CH3:25])[C:3]=4[CH:4]=3)[C:9](=[O:23])[CH:10]=2)=[CH:21][CH:20]=1. The catalyst class is: 3. (5) The catalyst class is: 256. Product: [CH3:25][O:24][C:19]1[CH:20]=[CH:21][CH:22]=[CH:23][C:18]=1[NH:17][CH:15]([C:14]1[CH:13]=[CH:12][CH:11]=[C:10]([C:26]2[CH:31]=[CH:30][CH:29]=[CH:28][CH:27]=2)[C:9]=1[OH:8])[CH3:16]. Reactant: C([O:8][C:9]1[C:14]([CH:15]([NH:17][C:18]2[CH:23]=[CH:22][CH:21]=[CH:20][C:19]=2[O:24][CH3:25])[CH3:16])=[CH:13][CH:12]=[CH:11][C:10]=1[C:26]1[CH:31]=[CH:30][CH:29]=[CH:28][CH:27]=1)C1C=CC=CC=1.